This data is from Full USPTO retrosynthesis dataset with 1.9M reactions from patents (1976-2016). The task is: Predict the reactants needed to synthesize the given product. The reactants are: [C:1]([C:3]1[CH:4]=[C:5]([N:9]2[C:13]([C:14]([O:16][CH3:17])=[O:15])=[CH:12][N:11]=[CH:10]2)[CH:6]=[CH:7][CH:8]=1)#[N:2].FC(F)(F)C(O)=O.[H][H]. Given the product [NH2:2][CH2:1][C:3]1[CH:4]=[C:5]([N:9]2[C:13]([C:14]([O:16][CH3:17])=[O:15])=[CH:12][N:11]=[CH:10]2)[CH:6]=[CH:7][CH:8]=1, predict the reactants needed to synthesize it.